Dataset: Peptide-MHC class I binding affinity with 185,985 pairs from IEDB/IMGT. Task: Regression. Given a peptide amino acid sequence and an MHC pseudo amino acid sequence, predict their binding affinity value. This is MHC class I binding data. (1) The peptide sequence is APRTLVYLL. The MHC is HLA-B40:02 with pseudo-sequence HLA-B40:02. The binding affinity (normalized) is 0.248. (2) The peptide sequence is SKIFINSII. The MHC is H-2-Kd with pseudo-sequence H-2-Kd. The binding affinity (normalized) is 0.587. (3) The peptide sequence is IISTNTLGK. The MHC is HLA-B48:01 with pseudo-sequence HLA-B48:01. The binding affinity (normalized) is 0.0847. (4) The peptide sequence is PDTTYLGPL. The MHC is HLA-B40:02 with pseudo-sequence HLA-B40:02. The binding affinity (normalized) is 0. (5) The peptide sequence is RTFDRFFEE. The MHC is HLA-A23:01 with pseudo-sequence HLA-A23:01. The binding affinity (normalized) is 0.0847. (6) The peptide sequence is QSLTNLLSSNL. The MHC is Patr-B0101 with pseudo-sequence Patr-B0101. The binding affinity (normalized) is 0.272. (7) The peptide sequence is LSSKNNEHY. The MHC is HLA-A26:01 with pseudo-sequence HLA-A26:01. The binding affinity (normalized) is 0.0847.